From a dataset of Full USPTO retrosynthesis dataset with 1.9M reactions from patents (1976-2016). Predict the reactants needed to synthesize the given product. (1) Given the product [Br:1][C:2]1[CH:3]=[CH:4][C:5]([C:8]2[CH2:12][C@@H:11]([CH2:13][O:14][CH2:15][CH2:16][N:26]([CH3:27])[CH2:25][C:24]([O:23][C:19]([CH3:22])([CH3:21])[CH3:20])=[O:28])[O:10][N:9]=2)=[N:6][CH:7]=1, predict the reactants needed to synthesize it. The reactants are: [Br:1][C:2]1[CH:3]=[CH:4][C:5]([C:8]2[CH2:12][C@@H:11]([CH2:13][O:14][CH2:15][CH2:16]O)[O:10][N:9]=2)=[N:6][CH:7]=1.Cl.[C:19]([O:23][C:24](=[O:28])[CH2:25][NH:26][CH3:27])([CH3:22])([CH3:21])[CH3:20].C(O[BH-](OC(=O)C)OC(=O)C)(=O)C.[Na+]. (2) The reactants are: [C:1]([C:5]1[C:6]2[CH:12]([C:13]3[CH:18]=[CH:17][CH:16]=[CH:15][C:14]=3[O:19][CH3:20])[N:11]([C:21]3[CH:26]=[CH:25][C:24]([C:27]4[O:31][N:30]=[C:29]([C:32](O)=[O:33])[CH:28]=4)=[CH:23][CH:22]=3)[C:10](=[O:35])[C:7]=2[NH:8][N:9]=1)([CH3:4])([CH3:3])[CH3:2].C(N(CC)CC)C.C(Cl)(=O)OCC.[BH4-].[Na+]. Given the product [C:1]([C:5]1[C:6]2[CH:12]([C:13]3[CH:18]=[CH:17][CH:16]=[CH:15][C:14]=3[O:19][CH3:20])[N:11]([C:21]3[CH:26]=[CH:25][C:24]([C:27]4[O:31][N:30]=[C:29]([CH2:32][OH:33])[CH:28]=4)=[CH:23][CH:22]=3)[C:10](=[O:35])[C:7]=2[NH:8][N:9]=1)([CH3:4])([CH3:2])[CH3:3], predict the reactants needed to synthesize it. (3) Given the product [CH2:8]([C:6]1[CH:7]=[C:2]2[C:3]([C:15]([OH:17])=[C:22]([C:23]([O:25][CH2:26][CH3:27])=[O:24])[C:21](=[O:28])[NH:1]2)=[N:4][CH:5]=1)[C:9]1[CH:10]=[CH:11][CH:12]=[CH:13][CH:14]=1, predict the reactants needed to synthesize it. The reactants are: [NH2:1][C:2]1[C:3]([C:15]([O:17]CC)=O)=[N:4][CH:5]=[C:6]([CH2:8][C:9]2[CH:14]=[CH:13][CH:12]=[CH:11][CH:10]=2)[CH:7]=1.Cl[C:21](=[O:28])[CH2:22][C:23]([O:25][CH2:26][CH3:27])=[O:24]. (4) Given the product [OH:46][C:40]([C:42]([F:45])([F:44])[F:43])=[O:41].[NH2:20][C@H:15]1[CH2:16][CH2:17][CH2:18][CH2:19][C@H:14]1[NH:13][C:10]1[CH:9]=[C:8]([NH:28][C:29]2[CH:34]=[CH:33][CH:32]=[C:31]([N:35]3[N:39]=[CH:38][CH:37]=[N:36]3)[N:30]=2)[C:7]([C:5]([NH2:6])=[O:1])=[N:12][CH:11]=1, predict the reactants needed to synthesize it. The reactants are: [OH-:1].[Na+].OO.[C:5]([C:7]1[N:12]=[CH:11][C:10]([NH:13][C@@H:14]2[CH2:19][CH2:18][CH2:17][CH2:16][C@@H:15]2[NH:20]C(=O)OC(C)(C)C)=[CH:9][C:8]=1[NH:28][C:29]1[CH:34]=[CH:33][CH:32]=[C:31]([N:35]2[N:39]=[CH:38][CH:37]=[N:36]2)[N:30]=1)#[N:6].[C:40]([OH:46])([C:42]([F:45])([F:44])[F:43])=[O:41]. (5) Given the product [NH2:36][C:25]1[S:26][CH2:27][C@@H:28]2[C@@H:29]([C:32]([F:35])([F:33])[F:34])[O:30][CH2:31][C@:23]2([C:21]2[CH:22]=[C:17]([NH:16][C:9]([C:6]3[CH:5]=[N:4][C:3]([O:2][CH3:1])=[CH:8][N:7]=3)=[O:11])[CH:18]=[CH:19][C:20]=2[F:37])[N:24]=1, predict the reactants needed to synthesize it. The reactants are: [CH3:1][O:2][C:3]1[N:4]=[CH:5][C:6]([C:9]([OH:11])=O)=[N:7][CH:8]=1.S(Cl)(Cl)=O.[NH2:16][C:17]1[CH:18]=[CH:19][C:20]([F:37])=[C:21]([C@:23]23[CH2:31][O:30][C@H:29]([C:32]([F:35])([F:34])[F:33])[C@H:28]2[CH2:27][S:26][C:25]([NH2:36])=[N:24]3)[CH:22]=1.[OH-].[Na+]. (6) Given the product [CH2:68]([O:67][P:58]([OH:59])([O:42][CH2:41][C:26]1[CH:24]=[CH:23][CH:29]=[CH:28][CH:27]=1)=[O:83])[C:69]1[CH:70]=[CH:71][CH:72]=[CH:73][CH:74]=1.[C:1]([N:8]([C:21]1[NH:25][C:24]2[C:26]([C@H:41]3[CH2:45][CH2:44][CH2:43][O:42]3)=[C:27]([F:40])[C:28]([C:30]3[CH:31]=[N:32][C:33]([C:36]([OH:39])([CH3:38])[CH3:37])=[N:34][CH:35]=3)=[CH:29][C:23]=2[N:22]=1)[C:9](=[O:20])[N:10]([C:13]([O:15][C:16]([CH3:17])([CH3:19])[CH3:18])=[O:14])[CH2:11][CH3:12])([O:3][C:4]([CH3:5])([CH3:6])[CH3:7])=[O:2], predict the reactants needed to synthesize it. The reactants are: [C:1]([N:8]([C:21]1[NH:25][C:24]2[C:26]([C@H:41]3[CH2:45][CH2:44][CH2:43][O:42]3)=[C:27]([F:40])[C:28]([C:30]3[CH:31]=[N:32][C:33]([C:36]([OH:39])([CH3:38])[CH3:37])=[N:34][CH:35]=3)=[CH:29][C:23]=2[N:22]=1)[C:9](=[O:20])[N:10]([C:13]([O:15][C:16]([CH3:19])([CH3:18])[CH3:17])=[O:14])[CH2:11][CH3:12])([O:3][C:4]([CH3:7])([CH3:6])[CH3:5])=[O:2].N1C=NN=N1.CC(N([P:58]([O:67][CH2:68][C:69]1[CH:74]=[CH:73][CH:72]=[CH:71][CH:70]=1)[O:59]CC1C=CC=CC=1)C(C)C)C.C1C=C(Cl)C=C(C(OO)=[O:83])C=1.